Predict the product of the given reaction. From a dataset of Forward reaction prediction with 1.9M reactions from USPTO patents (1976-2016). Given the reactants [F:1][C:2]1[CH:8]=[CH:7][C:5]([NH2:6])=[CH:4][CH:3]=1.[CH3:9][C:10]1[CH:15]=[C:14]([CH3:16])[CH:13]=[C:12]([CH3:17])[C:11]=1Br.C1(P(C2C=CC=CC=2)C2C=CC3C(=CC=CC=3)C=2C2C3C(=CC=CC=3)C=CC=2P(C2C=CC=CC=2)C2C=CC=CC=2)C=CC=CC=1.CC(C)([O-])C.[Na+], predict the reaction product. The product is: [F:1][C:2]1[CH:8]=[CH:7][C:5]([NH:6][C:11]2[C:12]([CH3:17])=[CH:13][C:14]([CH3:16])=[CH:15][C:10]=2[CH3:9])=[CH:4][CH:3]=1.